This data is from Forward reaction prediction with 1.9M reactions from USPTO patents (1976-2016). The task is: Predict the product of the given reaction. (1) Given the reactants Br[C:2]1[CH:3]=[C:4]([O:12][CH3:13])[C:5]2[N:9]=[N:8][N:7]([CH3:10])[C:6]=2[CH:11]=1.C(P(C(C)(C)C)C1C=CC=CC=1C1C=CC=CC=1[N:31](C)C)(C)(C)C.C(Cl)(Cl)Cl.CC(C)([O-])C.[Na+].N, predict the reaction product. The product is: [CH3:13][O:12][C:4]1[C:5]2[N:9]=[N:8][N:7]([CH3:10])[C:6]=2[CH:11]=[C:2]([NH2:31])[CH:3]=1. (2) Given the reactants [NH3:1].CO.[NH:4]([C:42]([O:44]C(C)(C)C)=[O:43])[C@H:5]([C:10]([NH:12][C@H:13]([C:38]([O:40]C)=O)[CH2:14][CH2:15][CH2:16][NH:17][C:18](=[NH:37])[NH:19][S:20]([C:23]1[C:35]([CH3:36])=[C:34]2[C:28]([O:29]C(C2)(C)C)=[C:26]([CH3:27])[C:24]=1[CH3:25])(=[O:22])=[O:21])=[O:11])[CH2:6][CH:7]([CH3:9])[CH3:8], predict the reaction product. The product is: [NH:4]([C:42]([O:44][C:24]([CH3:26])([CH3:25])[CH3:23])=[O:43])[C@H:5]([C:10]([NH:12][C@H:13]([C:38]([NH2:1])=[O:40])[CH2:14][CH2:15][CH2:16][NH:17][C:18](=[NH:37])[NH:19][S:20]([C:23]1[C:35]([CH3:36])=[C:34]2[C:28]([O:29][C:7]([CH2:9]2)([CH3:8])[CH3:6])=[C:26]([CH3:27])[C:24]=1[CH3:25])(=[O:21])=[O:22])=[O:11])[CH2:6][CH:7]([CH3:9])[CH3:8]. (3) Given the reactants Cl.[CH2:2]([NH:4][C@H:5]([C:7]([OH:9])=[O:8])[CH3:6])[CH3:3].[CH:10](=O)[C:11]1C=C[CH:14]=[CH:13][CH:12]=1.Cl[CH2:19][CH2:20]Cl, predict the reaction product. The product is: [CH2:19]([O:8][C:7](=[O:9])[CH:5]([NH:4][CH2:2][C:3]1[CH:14]=[CH:13][CH:12]=[CH:11][CH:10]=1)[CH3:6])[CH3:20]. (4) Given the reactants [CH3:1][C:2]1[CH:7]=[CH:6][N:5]=[C:4]([C:8]2[CH:13]=[C:12]([CH3:14])[CH:11]=[CH:10][N:9]=2)[CH:3]=1.[CH:15](NC(C)C)([CH3:17])[CH3:16].[Li].C(Br)C=C.O, predict the reaction product. The product is: [CH2:1]([C:2]1[CH:7]=[CH:6][N:5]=[C:4]([C:8]2[CH:13]=[C:12]([CH3:14])[CH:11]=[CH:10][N:9]=2)[CH:3]=1)[CH2:17][CH:15]=[CH2:16]. (5) Given the reactants [CH3:1][O:2][C:3](=[O:20])[C@H:4]([CH2:16][CH:17]([CH3:19])[CH3:18])[NH:5][C:6]([O:8][CH2:9][C:10]1[CH:15]=[CH:14][CH:13]=[CH:12][N:11]=1)=[O:7].CI.[H-].[Na+].[C:25](OCC)(=O)C, predict the reaction product. The product is: [CH3:1][O:2][C:3](=[O:20])[C@H:4]([CH2:16][CH:17]([CH3:18])[CH3:19])[N:5]([CH3:25])[C:6]([O:8][CH2:9][C:10]1[CH:15]=[CH:14][CH:13]=[CH:12][N:11]=1)=[O:7]. (6) The product is: [OH:15][CH2:14][CH2:13][N:1]1[C:9]2[C:4](=[CH:5][CH:6]=[CH:7][CH:8]=2)[CH:3]=[CH:2]1. Given the reactants [NH:1]1[C:9]2[C:4](=[CH:5][CH:6]=[CH:7][CH:8]=2)[CH:3]=[CH:2]1.[OH-].[K+].Br[CH2:13][CH2:14][OH:15], predict the reaction product. (7) Given the reactants [CH3:1][O:2][C:3]1[CH:8]=[CH:7][C:6]([C:9]2[CH:14]=[CH:13][C:12]([C:15](=[O:20])[C:16]([F:19])([F:18])[F:17])=[CH:11][CH:10]=2)=[CH:5][C:4]=1[CH2:21][NH:22][CH:23]1[CH2:28][CH2:27][CH:26]([N:29]([CH3:37])[C:30](=[O:36])[O:31][C:32]([CH3:35])([CH3:34])[CH3:33])[CH2:25][CH2:24]1.[Cl:38][C:39]1[C:40]2[CH:50]=[CH:49][CH:48]=[CH:47][C:41]=2[S:42][C:43]=1[C:44](Cl)=[O:45], predict the reaction product. The product is: [Cl:38][C:39]1[C:40]2[CH:50]=[CH:49][CH:48]=[CH:47][C:41]=2[S:42][C:43]=1[C:44]([N:22]([CH2:21][C:4]1[CH:5]=[C:6]([C:9]2[CH:14]=[CH:13][C:12]([C:15](=[O:20])[C:16]([F:19])([F:18])[F:17])=[CH:11][CH:10]=2)[CH:7]=[CH:8][C:3]=1[O:2][CH3:1])[CH:23]1[CH2:28][CH2:27][CH:26]([N:29]([CH3:37])[C:30](=[O:36])[O:31][C:32]([CH3:34])([CH3:33])[CH3:35])[CH2:25][CH2:24]1)=[O:45]. (8) Given the reactants [CH3:1][O:2][C:3]1[N:8]=[CH:7][C:6]([N:9]2[C:13]([C:14]3[CH:19]=[C:18]([O:20][CH3:21])[CH:17]=[CH:16][N:15]=3)=[CH:12][C:11]([C:22]([O:24]CC)=[O:23])=[N:10]2)=[CH:5][CH:4]=1.[OH-].[Na+].Cl.O, predict the reaction product. The product is: [CH3:1][O:2][C:3]1[N:8]=[CH:7][C:6]([N:9]2[C:13]([C:14]3[CH:19]=[C:18]([O:20][CH3:21])[CH:17]=[CH:16][N:15]=3)=[CH:12][C:11]([C:22]([OH:24])=[O:23])=[N:10]2)=[CH:5][CH:4]=1.